From a dataset of Full USPTO retrosynthesis dataset with 1.9M reactions from patents (1976-2016). Predict the reactants needed to synthesize the given product. (1) Given the product [CH3:24][N:25]([CH3:26])[CH2:2][CH2:3][CH:4]=[C:5]1[C:11]2[CH:12]=[CH:13][CH:14]=[CH:15][C:10]=2[CH2:9][O:8][C:7]2[CH:16]=[CH:17][CH:18]=[CH:19][C:6]1=2, predict the reactants needed to synthesize it. The reactants are: Cl[CH2:2][CH2:3][CH:4]=[C:5]1[C:11]2[CH:12]=[CH:13][CH:14]=[CH:15][C:10]=2[CH2:9][O:8][C:7]2[CH:16]=[CH:17][CH:18]=[CH:19][C:6]1=2.S(Cl)(Cl)=O.[CH3:24][NH:25][CH3:26].Cl. (2) Given the product [OH:3][C:1]([C@H:4]1[N:9]([C:10]([O:12][CH2:13][C:14]2[CH:15]=[CH:16][CH:17]=[CH:18][CH:19]=2)=[O:11])[CH2:8][C@H:7]([C:20]([O:22][CH3:23])=[O:21])[CH2:6][CH2:5]1)([CH3:24])[CH3:2], predict the reactants needed to synthesize it. The reactants are: [C:1]([C@H:4]1[N:9]([C:10]([O:12][CH2:13][C:14]2[CH:19]=[CH:18][CH:17]=[CH:16][CH:15]=2)=[O:11])[CH2:8][C@H:7]([C:20]([O:22][CH3:23])=[O:21])[CH2:6][CH2:5]1)(=[O:3])[CH3:2].[CH3:24][Mg+].[Br-]. (3) Given the product [F:1][C:2]1[CH:7]=[C:6]([F:8])[CH:5]=[CH:4][C:3]=1[C:9]1[N:10]=[CH:11][C:12]([NH2:16])=[CH:13][C:14]=1[CH3:15], predict the reactants needed to synthesize it. The reactants are: [F:1][C:2]1[CH:7]=[C:6]([F:8])[CH:5]=[CH:4][C:3]=1[C:9]1[C:14]([CH3:15])=[CH:13][C:12]([N+:16]([O-])=O)=[CH:11][N:10]=1. (4) Given the product [C:1]([Si:5]1([C:40]([CH3:43])([CH3:42])[CH3:41])[O:10][C@H:9]2[C@H:11]([O:14][C:15]3[N:16]([CH2:32][O:33][CH2:34][CH2:35][Si:36]([CH3:39])([CH3:38])[CH3:37])[C:17]4[C:18]([N:31]=3)=[N:19][C:20]([C:24]3[CH:29]=[CH:28][C:27]([B:44]5[O:48][C:47]([CH3:50])([CH3:49])[C:46]([CH3:52])([CH3:51])[O:45]5)=[CH:26][CH:25]=3)=[C:21]([Cl:23])[CH:22]=4)[CH2:12][O:13][C@@H:8]2[CH2:7][O:6]1)([CH3:4])([CH3:3])[CH3:2], predict the reactants needed to synthesize it. The reactants are: [C:1]([Si:5]1([C:40]([CH3:43])([CH3:42])[CH3:41])[O:10][C@H:9]2[C@H:11]([O:14][C:15]3[N:16]([CH2:32][O:33][CH2:34][CH2:35][Si:36]([CH3:39])([CH3:38])[CH3:37])[C:17]4[C:18]([N:31]=3)=[N:19][C:20]([C:24]3[CH:29]=[CH:28][C:27](Br)=[CH:26][CH:25]=3)=[C:21]([Cl:23])[CH:22]=4)[CH2:12][O:13][C@@H:8]2[CH2:7][O:6]1)([CH3:4])([CH3:3])[CH3:2].[B:44]1([B:44]2[O:48][C:47]([CH3:50])([CH3:49])[C:46]([CH3:52])([CH3:51])[O:45]2)[O:48][C:47]([CH3:50])([CH3:49])[C:46]([CH3:52])([CH3:51])[O:45]1.C([O-])(=O)C.[K+]. (5) Given the product [ClH:24].[NH2:7][CH2:8][C:9]([N:11]1[CH2:16][CH2:15][CH:14]([NH:17][C:18]2[CH:23]=[CH:22][CH:21]=[CH:20][C:19]=2[Cl:24])[CH2:13][CH2:12]1)=[O:10], predict the reactants needed to synthesize it. The reactants are: C(OC(=O)[NH:7][CH2:8][C:9]([N:11]1[CH2:16][CH2:15][CH:14]([NH:17][C:18]2[CH:23]=[CH:22][CH:21]=[CH:20][C:19]=2[Cl:24])[CH2:13][CH2:12]1)=[O:10])(C)(C)C.O1CCOCC1.Cl.